The task is: Predict the product of the given reaction.. This data is from Forward reaction prediction with 1.9M reactions from USPTO patents (1976-2016). (1) Given the reactants [CH2:1]([C@:8]12[CH2:18][CH2:17][C:16](=[O:19])[CH2:15][C@H:14]1[CH2:13][CH2:12][CH2:11][C:10]1[CH:20]=[C:21]([O:24]S(C(F)(F)F)(=O)=O)[CH:22]=[CH:23][C:9]2=1)[C:2]1[CH:7]=[CH:6][CH:5]=[CH:4][CH:3]=1.[CH2:32]([C@@:39]12[CH2:49][CH2:48][C:47](=[O:50])[CH2:46][C@@H:45]1[CH2:44][CH2:43][CH2:42][C:41]1[CH:51]=[C:52]([O:55]S(C(F)(F)F)(=O)=O)[CH:53]=[CH:54][C:40]2=1)[C:33]1[CH:38]=[CH:37][CH:36]=[CH:35][CH:34]=1.CC1(C)C2C(=C(P(C3C=CC=CC=3)C3C=CC=CC=3)C=CC=2)[O:84][C:66]2C(P(C3C=CC=CC=3)C3C=CC=CC=3)=CC=CC1=2.CO, predict the reaction product. The product is: [CH3:66][O:84][C:52]([C:21]1[CH:22]=[CH:23][C:9]2[C@@:8]3([CH2:1][C:2]4[CH:3]=[CH:4][CH:5]=[CH:6][CH:7]=4)[CH2:18][CH2:17][C:16](=[O:19])[CH2:15][C@H:14]3[CH2:13][CH2:12][CH2:11][C:10]=2[CH:20]=1)=[O:55].[CH3:66][O:84][C:21]([C:52]1[CH:53]=[CH:54][C:40]2[C@:39]3([CH2:32][C:33]4[CH:34]=[CH:35][CH:36]=[CH:37][CH:38]=4)[CH2:49][CH2:48][C:47](=[O:50])[CH2:46][C@@H:45]3[CH2:44][CH2:43][CH2:42][C:41]=2[CH:51]=1)=[O:24]. (2) Given the reactants [C:1]12([C:11]3[CH:30]=[CH:29][C:14]([O:15][CH2:16][C:17]([NH:19][C:20]4[CH:21]=[N:22][CH:23]=[C:24]([CH:28]=4)[C:25](O)=[O:26])=[O:18])=[CH:13][CH:12]=3)[CH2:10][CH:5]3[CH2:6][CH:7]([CH2:9][CH:3]([CH2:4]3)[CH2:2]1)[CH2:8]2.[NH2:31][CH2:32][CH2:33][CH2:34][N:35]1[CH:39]=[CH:38][N:37]=[CH:36]1.C1CN([P+](ON2N=NC3C=CC=CC2=3)(N2CCCC2)N2CCCC2)CC1.F[P-](F)(F)(F)(F)F.CO, predict the reaction product. The product is: [C:1]12([C:11]3[CH:30]=[CH:29][C:14]([O:15][CH2:16][C:17]([NH:19][C:20]4[CH:21]=[N:22][CH:23]=[C:24]([CH:28]=4)[C:25]([NH:31][CH2:32][CH2:33][CH2:34][N:35]4[CH:39]=[CH:38][N:37]=[CH:36]4)=[O:26])=[O:18])=[CH:13][CH:12]=3)[CH2:10][CH:5]3[CH2:4][CH:3]([CH2:9][CH:7]([CH2:6]3)[CH2:8]1)[CH2:2]2. (3) Given the reactants [C:1]([C:3]1([CH2:16][OH:17])[CH2:8][CH2:7][N:6]([C:9]([O:11][C:12]([CH3:15])([CH3:14])[CH3:13])=[O:10])[CH2:5][CH2:4]1)#[N:2].[S:18](Cl)([C:21]1[CH:27]=[CH:26][C:24]([CH3:25])=[CH:23][CH:22]=1)(=[O:20])=[O:19], predict the reaction product. The product is: [C:1]([C:3]1([CH2:16][O:17][S:18]([C:21]2[CH:27]=[CH:26][C:24]([CH3:25])=[CH:23][CH:22]=2)(=[O:20])=[O:19])[CH2:8][CH2:7][N:6]([C:9]([O:11][C:12]([CH3:13])([CH3:14])[CH3:15])=[O:10])[CH2:5][CH2:4]1)#[N:2]. (4) Given the reactants [C:1]([Cl:4])(=O)C.[NH:5]1[CH2:10][CH2:9][CH:8]([C:11]([OH:13])=[O:12])[CH2:7][CH2:6]1, predict the reaction product. The product is: [ClH:4].[CH3:1][O:12][C:11]([CH:8]1[CH2:9][CH2:10][NH:5][CH2:6][CH2:7]1)=[O:13]. (5) Given the reactants [CH:1]1([CH2:6][CH:7]([C:11]2[CH:16]=[CH:15][C:14](F)=[C:13]([C:18]([F:21])([F:20])[F:19])[CH:12]=2)[C:8]([OH:10])=[O:9])[CH2:5][CH2:4][CH2:3][CH2:2]1.[CH3:22][S-:23].[Na+].Cl, predict the reaction product. The product is: [CH:1]1([CH2:6][CH:7]([C:11]2[CH:16]=[CH:15][C:14]([S:23][CH3:22])=[C:13]([C:18]([F:21])([F:20])[F:19])[CH:12]=2)[C:8]([OH:10])=[O:9])[CH2:5][CH2:4][CH2:3][CH2:2]1. (6) Given the reactants [Si:1]([O:8][CH2:9][C:10]1[N:15]=[CH:14][C:13]2[N:16]=[CH:17][N:18]([C:19]3[S:23][C:22]([C:24]([O:26][CH3:27])=[O:25])=[C:21]([OH:28])[CH:20]=3)[C:12]=2[CH:11]=1)([C:4]([CH3:7])([CH3:6])[CH3:5])([CH3:3])[CH3:2].[F:29][CH:30]([F:41])[O:31][C:32]1[CH:37]=[CH:36][CH:35]=[CH:34][C:33]=1[CH:38](O)[CH3:39].C1(P(C2C=CC=CC=2)C2C=CC=CC=2)C=CC=CC=1.N(C(OC(C)(C)C)=O)=NC(OC(C)(C)C)=O, predict the reaction product. The product is: [Si:1]([O:8][CH2:9][C:10]1[N:15]=[CH:14][C:13]2[N:16]=[CH:17][N:18]([C:19]3[S:23][C:22]([C:24]([O:26][CH3:27])=[O:25])=[C:21]([O:28][CH:38]([C:33]4[CH:34]=[CH:35][CH:36]=[CH:37][C:32]=4[O:31][CH:30]([F:29])[F:41])[CH3:39])[CH:20]=3)[C:12]=2[CH:11]=1)([C:4]([CH3:5])([CH3:6])[CH3:7])([CH3:2])[CH3:3].